Dataset: Full USPTO retrosynthesis dataset with 1.9M reactions from patents (1976-2016). Task: Predict the reactants needed to synthesize the given product. (1) Given the product [S:1]([O-:5])([OH:4])(=[O:3])=[O:2].[Cs+:6].[N:7]1[C:11]2[CH:12]=[CH:13][CH:14]=[CH:15][C:10]=2[NH:9][CH:8]=1, predict the reactants needed to synthesize it. The reactants are: [S:1]([O-:5])([OH:4])(=[O:3])=[O:2].[Cs+:6].[N:7]1[C:11]2[CH:12]=[CH:13][CH:14]=[CH:15][C:10]=2[NH:9][CH:8]=1. (2) Given the product [CH3:20][Si:21]([CH3:23])([CH3:22])[O:8][CH:9]1[CH2:14][C:13]([CH3:15])([CH3:16])[NH+:12]([O-:17])[C:11]([CH3:19])([CH3:18])[CH2:10]1, predict the reactants needed to synthesize it. The reactants are: C(N(CC)CC)C.[OH:8][CH:9]1[CH2:14][C:13]([CH3:16])([CH3:15])[NH+:12]([O-:17])[C:11]([CH3:19])([CH3:18])[CH2:10]1.[CH3:20][Si:21](Cl)([CH3:23])[CH3:22]. (3) Given the product [Br:1][C:2]1[CH:3]=[C:4]2[C:8](=[CH:9][CH:10]=1)[N:7]([CH3:16])[CH:6]=[C:5]2[CH:11]=[O:12], predict the reactants needed to synthesize it. The reactants are: [Br:1][C:2]1[CH:3]=[C:4]2[C:8](=[CH:9][CH:10]=1)[NH:7][CH:6]=[C:5]2[CH:11]=[O:12].[H-].[Na+].I[CH3:16]. (4) The reactants are: [CH3:1][O:2][C:3]1[CH:4]=[CH:5][C:6]([OH:11])=[C:7]([CH:10]=1)[CH:8]=O.C(=O)([O-])[O-].[K+].[K+].Br[CH2:19][C:20]([O:22][CH2:23][CH3:24])=[O:21]. Given the product [CH3:1][O:2][C:3]1[CH:4]=[CH:5][C:6]2[O:11][C:19]([C:20]([O:22][CH2:23][CH3:24])=[O:21])=[CH:8][C:7]=2[CH:10]=1, predict the reactants needed to synthesize it. (5) Given the product [Cl:1][C:2]1[CH:11]=[C:10]2[C:5]([C:6](=[O:22])[NH:7][C:8]([N:12]3[CH:16]=[C:15]([C:17]([OH:19])=[O:18])[CH:14]=[N:13]3)=[N:9]2)=[CH:4][C:3]=1[N:23]1[CH2:32][CH2:31][C:30]2[C:25](=[CH:26][CH:27]=[CH:28][CH:29]=2)[CH2:24]1, predict the reactants needed to synthesize it. The reactants are: [Cl:1][C:2]1[CH:11]=[C:10]2[C:5]([C:6](=[O:22])[NH:7][C:8]([N:12]3[CH:16]=[C:15]([C:17]([O:19]CC)=[O:18])[CH:14]=[N:13]3)=[N:9]2)=[CH:4][C:3]=1[N:23]1[CH2:32][CH2:31][C:30]2[C:25](=[CH:26][CH:27]=[CH:28][CH:29]=2)[CH2:24]1.[Li+].[OH-]. (6) Given the product [CH:1]1([NH:4][C:5](=[O:19])[C:6]2[CH:11]=[C:10]([CH2:12][CH2:13][CH2:14][O:15][CH3:16])[CH:9]=[C:8]([CH3:17])[C:7]=2[CH3:18])[CH2:2][CH2:3]1, predict the reactants needed to synthesize it. The reactants are: [CH:1]1([NH:4][C:5](=[O:19])[C:6]2[CH:11]=[C:10](/[CH:12]=[CH:13]/[CH2:14][O:15][CH3:16])[CH:9]=[C:8]([CH3:17])[C:7]=2[CH3:18])[CH2:3][CH2:2]1.C. (7) Given the product [CH2:34]([O:33][C:31](=[O:36])[CH2:32][CH:15]([C:16]1[CH:17]=[N:18][C:19]([CH3:22])=[N:20][CH:21]=1)[CH:14]=[CH:13][CH2:12][CH2:11][CH2:10][CH2:9][CH2:8][NH:7][C:6]([O:5][C:1]([CH3:4])([CH3:3])[CH3:2])=[O:24])[CH3:35], predict the reactants needed to synthesize it. The reactants are: [C:1]([O:5][C:6](=[O:24])[NH:7][CH2:8][CH2:9][CH2:10][CH2:11][CH2:12][CH:13](O)[CH:14]=[CH:15][C:16]1[CH:17]=[N:18][C:19]([CH3:22])=[N:20][CH:21]=1)([CH3:4])([CH3:3])[CH3:2].C(O)(=O)CC.Cl.[C:31](OCC)([O:36]CC)([O:33][CH2:34][CH3:35])[CH3:32].